From a dataset of Catalyst prediction with 721,799 reactions and 888 catalyst types from USPTO. Predict which catalyst facilitates the given reaction. (1) Reactant: Cl.[NH2:2][C@H:3]1[CH2:9][CH2:8][CH2:7][CH2:6][NH:5][C:4]1=[O:10].[CH2:11]([C:19]1[CH:24]=[CH:23][C:22]([S:25](Cl)(=[O:27])=[O:26])=[CH:21][CH:20]=1)[CH2:12][CH2:13][CH2:14][CH2:15][CH2:16][CH2:17][CH3:18].C(N(CC)CC)C. Product: [CH2:11]([C:19]1[CH:20]=[CH:21][C:22]([S:25]([NH:2][C@H:3]2[CH2:9][CH2:8][CH2:7][CH2:6][NH:5][C:4]2=[O:10])(=[O:27])=[O:26])=[CH:23][CH:24]=1)[CH2:12][CH2:13][CH2:14][CH2:15][CH2:16][CH2:17][CH3:18]. The catalyst class is: 229. (2) The catalyst class is: 3. Product: [CH2:12]([N:19]1[CH2:26][CH:25]2[CH2:24][N:23]([CH2:2][C:3]([C:5]3[CH:10]=[CH:9][C:8]([OH:11])=[CH:7][CH:6]=3)=[O:4])[CH2:22][CH:21]2[CH2:20]1)[C:13]1[CH:14]=[CH:15][CH:16]=[CH:17][CH:18]=1. Reactant: Br[CH2:2][C:3]([C:5]1[CH:10]=[CH:9][C:8]([OH:11])=[CH:7][CH:6]=1)=[O:4].[CH2:12]([N:19]1[CH2:26][CH:25]2[CH:21]([CH2:22][NH:23][CH2:24]2)[CH2:20]1)[C:13]1[CH:18]=[CH:17][CH:16]=[CH:15][CH:14]=1.C(=O)([O-])[O-].[K+].[K+].